Predict the reactants needed to synthesize the given product. From a dataset of Full USPTO retrosynthesis dataset with 1.9M reactions from patents (1976-2016). (1) Given the product [NH:28]1[C:29]2[C:25](=[CH:24][C:23]([C:2]3[N:7]=[C:6]4[S:8][C:9]([NH:11][C:12](=[O:14])[CH3:13])=[N:10][C:5]4=[CH:4][CH:3]=3)=[CH:31][CH:30]=2)[CH:26]=[CH:27]1, predict the reactants needed to synthesize it. The reactants are: Br[C:2]1[N:7]=[C:6]2[S:8][C:9]([NH:11][C:12](=[O:14])[CH3:13])=[N:10][C:5]2=[CH:4][CH:3]=1.CC1(C)C(C)(C)OB([C:23]2[CH:24]=[C:25]3[C:29](=[CH:30][CH:31]=2)[NH:28][CH:27]=[CH:26]3)O1.C([O-])(O)=O.[Na+]. (2) Given the product [F:18][C@H:7]1[CH2:15][C:14]2[C:9](=[CH:10][CH:11]=[CH:12][CH:13]=2)[C@@H:8]1[NH:4][CH2:1][C:2]#[CH:3], predict the reactants needed to synthesize it. The reactants are: [CH2:1]([N:4]1[C@H:8]2[C:9]3[CH:10]=[CH:11][CH:12]=[CH:13][C:14]=3[CH2:15][C@H:7]2OS1(=O)=O)[C:2]#[CH:3].[F-:18].C([N+](CCCC)(CCCC)CCCC)CCC.